Dataset: Reaction yield outcomes from USPTO patents with 853,638 reactions. Task: Predict the reaction yield, written as a fraction of the theoretical maximum amount of product (1.0 means a 100% yield; for example, 0.34 means a 34% yield). (1) The reactants are N[C:2]1[CH:16]=[CH:15][C:5]2[C:6](=[O:14])[NH:7][C:8]3[C:13]([C:4]=2[CH:3]=1)=[CH:12][CH:11]=[CH:10][N:9]=3.[CH:17]1[C:26]2[C:21](=CC=CC=2)[CH:20]=[CH:19][C:18]=1S(Cl)(=O)=O.C([N:34](CC)C(C)C)(C)C.[O:40]1[CH2:45]COCC1. The catalyst is CO. The product is [CH3:45][O:40][C:18]1[CH:19]=[CH:20][C:21]([NH:34][C:11]2[CH:12]=[C:13]3[C:8](=[N:9][CH:10]=2)[NH:7][C:6](=[O:14])[C:5]2[CH:15]=[CH:16][CH:2]=[CH:3][C:4]3=2)=[CH:26][CH:17]=1. The yield is 0.170. (2) The product is [F:19][C:10]1[C:9]([O:8][CH2:7][C:5]2[S:6][C:2]([C:33]3[N:34]=[CH:35][S:36][CH:37]=3)=[C:3]([C:20]3[CH:25]=[CH:24][C:23]([O:26][CH3:27])=[CH:22][CH:21]=3)[N:4]=2)=[CH:17][CH:16]=[C:15]([F:18])[C:11]=1[C:12]([NH2:14])=[O:13]. The reactants are Br[C:2]1[S:6][C:5]([CH2:7][O:8][C:9]2[C:10]([F:19])=[C:11]([C:15]([F:18])=[CH:16][CH:17]=2)[C:12]([NH2:14])=[O:13])=[N:4][C:3]=1[C:20]1[CH:25]=[CH:24][C:23]([O:26][CH3:27])=[CH:22][CH:21]=1.C([Sn](CCCC)(CCCC)[C:33]1[N:34]=[CH:35][S:36][CH:37]=1)CCC.O. The yield is 0.360. The catalyst is CN(C=O)C.[Pd].C1(P(C2C=CC=CC=2)C2C=CC=CC=2)C=CC=CC=1.C1(P(C2C=CC=CC=2)C2C=CC=CC=2)C=CC=CC=1.C1(P(C2C=CC=CC=2)C2C=CC=CC=2)C=CC=CC=1.C1(P(C2C=CC=CC=2)C2C=CC=CC=2)C=CC=CC=1. (3) The yield is 0.600. The reactants are [Br:1][C:2]1[CH:18]=[CH:17][C:5]2[C:6]3[N:7]([CH:11]=[C:12]([C:14]([OH:16])=O)[N:13]=3)[CH2:8][CH2:9][O:10][C:4]=2[CH:3]=1.[C:19]([NH:26][C:27]([S:29][CH3:30])=[NH:28])([O:21][C:22]([CH3:25])([CH3:24])[CH3:23])=[O:20].CN(C(ON1N=NC2C=CC=NC1=2)=[N+](C)C)C.F[P-](F)(F)(F)(F)F.CCN(C(C)C)C(C)C. The catalyst is C(Cl)Cl. The product is [Br:1][C:2]1[CH:18]=[CH:17][C:5]2[C:6]3[N:7]([CH:11]=[C:12]([C:14]([N:28]=[C:27]([S:29][CH3:30])[NH:26][C:19]([O:21][C:22]([CH3:23])([CH3:24])[CH3:25])=[O:20])=[O:16])[N:13]=3)[CH2:8][CH2:9][O:10][C:4]=2[CH:3]=1. (4) The reactants are [F:1][C:2]1[CH:7]=[CH:6][C:5]([C:8]2[O:9][C:10]3[CH:20]=[CH:19][C:18]([C:21]4[CH:22]=[CH:23][C:24]([O:30][CH3:31])=[C:25]([CH:29]=4)[C:26](O)=[O:27])=[CH:17][C:11]=3[C:12]=2[C:13](=[O:16])[NH:14][CH3:15])=[CH:4][CH:3]=1.C(N(C(C)C)C(C)C)C.[C:41]([NH2:50])([C:44]1[CH:49]=[CH:48][CH:47]=[CH:46][CH:45]=1)([CH3:43])[CH3:42].CN(C(ON1N=NC2C=CC=CC1=2)=[N+](C)C)C.[B-](F)(F)(F)F. The catalyst is C(OCC)(=O)C.C(#N)C.CN(C=O)C. The product is [F:1][C:2]1[CH:3]=[CH:4][C:5]([C:8]2[O:9][C:10]3[CH:20]=[CH:19][C:18]([C:21]4[CH:22]=[CH:23][C:24]([O:30][CH3:31])=[C:25]([C:26](=[O:27])[NH:50][C:41]([C:44]5[CH:49]=[CH:48][CH:47]=[CH:46][CH:45]=5)([CH3:43])[CH3:42])[CH:29]=4)=[CH:17][C:11]=3[C:12]=2[C:13]([NH:14][CH3:15])=[O:16])=[CH:6][CH:7]=1. The yield is 0.420. (5) The reactants are [C:1]([NH:5][S:6]([C:9]1[S:10][C:11]([C:14]2[N:19]=[C:18]([CH:20]3[CH2:22][CH2:21]3)[CH:17]=[C:16]([OH:23])[N:15]=2)=[CH:12][CH:13]=1)(=[O:8])=[O:7])([CH3:4])([CH3:3])[CH3:2].[F:24][C:25]([F:38])([F:37])[S:26](O[S:26]([C:25]([F:38])([F:37])[F:24])(=[O:28])=[O:27])(=[O:28])=[O:27]. The catalyst is C(Cl)Cl. The product is [F:24][C:25]([F:38])([F:37])[S:26]([O:23][C:16]1[CH:17]=[C:18]([CH:20]2[CH2:22][CH2:21]2)[N:19]=[C:14]([C:11]2[S:10][C:9]([S:6](=[O:7])(=[O:8])[NH:5][C:1]([CH3:4])([CH3:2])[CH3:3])=[CH:13][CH:12]=2)[N:15]=1)(=[O:28])=[O:27]. The yield is 0.830.